From a dataset of Forward reaction prediction with 1.9M reactions from USPTO patents (1976-2016). Predict the product of the given reaction. (1) The product is: [CH:1]1([C:6]([OH:33])([CH2:23][C:24]2[O:25][C:26]([CH3:31])([CH3:32])[O:27][C:28](=[O:30])[CH:29]=2)[CH2:7][CH2:8][C:9]2[CH:14]=[CH:13][C:12]([C:15]([CH2:18][CH3:19])([CH2:20][CH3:21])[C:16]#[N:17])=[C:11]([F:22])[CH:10]=2)[CH2:5][CH2:4][CH2:3][CH2:2]1. Given the reactants [CH:1]1([C:6]([OH:33])([CH2:23][C:24]2[O:25][C:26]([CH3:32])([CH3:31])[O:27][C:28](=[O:30])[CH:29]=2)[C:7]#[C:8][C:9]2[CH:14]=[CH:13][C:12]([C:15]([CH2:20][CH3:21])([CH2:18][CH3:19])[C:16]#[N:17])=[C:11]([F:22])[CH:10]=2)[CH2:5][CH2:4][CH2:3][CH2:2]1.C1(C(O)(CC2OC(C)(C)OC(=O)C=2)C#CC2C=CC(C3(C#N)CC3)=C(F)C=2)CCCC1, predict the reaction product. (2) Given the reactants [CH3:1][C:2]1O[CH:4]=[CH:5][C:6](=[O:25])[C:7]=1[O:8][CH2:9][C@:10]([C:18]([O:20][C:21]([CH3:24])([CH3:23])[CH3:22])=[O:19])([NH2:17])[C:11]1[CH:16]=[CH:15][CH:14]=[CH:13][CH:12]=1.[F:26][C:27]1[CH:34]=[CH:33][CH:32]=[C:31]([F:35])[C:28]=1[CH2:29][NH2:30], predict the reaction product. The product is: [F:26][C:27]1[CH:34]=[CH:33][CH:32]=[C:31]([F:35])[C:28]=1[CH2:29][N:30]1[CH:4]=[CH:5][C:6](=[O:25])[C:7]([O:8][CH2:9][C@:10]([C:18]([O:20][C:21]([CH3:24])([CH3:23])[CH3:22])=[O:19])([NH2:17])[C:11]2[CH:16]=[CH:15][CH:14]=[CH:13][CH:12]=2)=[C:2]1[CH3:1]. (3) Given the reactants [N+:1]([C:4]1[CH:12]=[C:11]2[C:7]([CH:8]=[N:9][NH:10]2)=[CH:6][CH:5]=1)([O-:3])=[O:2].[H-].[Na+].[CH3:15]I, predict the reaction product. The product is: [CH3:15][N:10]1[C:11]2[C:7](=[CH:6][CH:5]=[C:4]([N+:1]([O-:3])=[O:2])[CH:12]=2)[CH:8]=[N:9]1. (4) Given the reactants [F:1][C:2]1[CH:27]=[CH:26][C:5]([CH2:6][N:7]2[C:15]3[C:10](=[CH:11][CH:12]=[CH:13][CH:14]=3)[CH:9]=[C:8]2[C:16]([N:18]2[CH2:23][CH2:22][CH:21]([CH:24]=O)[CH2:20][CH2:19]2)=[O:17])=[CH:4][CH:3]=1.[CH3:28][C@H:29]([NH2:36])[C:30]1[CH:35]=[CH:34][CH:33]=[CH:32][CH:31]=1.C([BH3-])#N.[Na+].C(O)(=O)C, predict the reaction product. The product is: [F:1][C:2]1[CH:27]=[CH:26][C:5]([CH2:6][N:7]2[C:15]3[C:10](=[CH:11][CH:12]=[CH:13][CH:14]=3)[CH:9]=[C:8]2[C:16]([N:18]2[CH2:23][CH2:22][CH:21]([CH2:24][NH:36][C@H:29]([C:30]3[CH:35]=[CH:34][CH:33]=[CH:32][CH:31]=3)[CH3:28])[CH2:20][CH2:19]2)=[O:17])=[CH:4][CH:3]=1. (5) The product is: [F:21][C:16]1[CH:17]=[CH:18][CH:19]=[CH:20][C:15]=1[C:14]1[C:6]2[C:5]3[C:9](=[CH:10][C:2]([NH:1][C:25](=[O:32])[C:26]4[CH:31]=[CH:30][N:29]=[CH:28][CH:27]=4)=[CH:3][CH:4]=3)[NH:8][C:7]=2[C:11]([C:22]([NH2:24])=[O:23])=[N:12][CH:13]=1. Given the reactants [NH2:1][C:2]1[CH:10]=[C:9]2[C:5]([C:6]3[C:14]([C:15]4[CH:20]=[CH:19][CH:18]=[CH:17][C:16]=4[F:21])=[CH:13][N:12]=[C:11]([C:22]([NH2:24])=[O:23])[C:7]=3[NH:8]2)=[CH:4][CH:3]=1.[C:25](O)(=[O:32])[C:26]1[CH:31]=[CH:30][N:29]=[CH:28][CH:27]=1.F[P-](F)(F)(F)(F)F.N1(O[P+](N(C)C)(N(C)C)N(C)C)C2C=CC=CC=2N=N1.CN1CCOCC1, predict the reaction product. (6) Given the reactants S(C)C.[CH3:4][Li].[C:6]([NH:25][C@@H:26]([CH2:29][CH3:30])[CH:27]=[O:28])([C:19]1[CH:24]=[CH:23][CH:22]=[CH:21][CH:20]=1)([C:13]1[CH:18]=[CH:17][CH:16]=[CH:15][CH:14]=1)[C:7]1[CH:12]=[CH:11][CH:10]=[CH:9][CH:8]=1.[NH4+].[Cl-], predict the reaction product. The product is: [C:6]([NH:25][C@@H:26]([CH2:29][CH3:30])[C@H:27]([OH:28])[CH3:4])([C:13]1[CH:18]=[CH:17][CH:16]=[CH:15][CH:14]=1)([C:19]1[CH:20]=[CH:21][CH:22]=[CH:23][CH:24]=1)[C:7]1[CH:12]=[CH:11][CH:10]=[CH:9][CH:8]=1. (7) Given the reactants Br[C:2]1[N:3]=[C:4]2[CH:10]=[CH:9][N:8]([CH2:11][O:12][CH2:13][CH2:14][Si:15]([CH3:18])([CH3:17])[CH3:16])[C:5]2=[N:6][CH:7]=1.[C:19]([O:23][C:24]([N:26]1[CH2:31][CH2:30][CH:29]([CH3:32])[CH:28]([CH2:33][C:34]#[CH:35])[CH2:27]1)=[O:25])([CH3:22])([CH3:21])[CH3:20], predict the reaction product. The product is: [C:19]([O:23][C:24]([N:26]1[CH2:31][CH2:30][CH:29]([CH3:32])[CH:28]([CH2:33][C:34]#[C:35][C:2]2[N:3]=[C:4]3[CH:10]=[CH:9][N:8]([CH2:11][O:12][CH2:13][CH2:14][Si:15]([CH3:18])([CH3:17])[CH3:16])[C:5]3=[N:6][CH:7]=2)[CH2:27]1)=[O:25])([CH3:20])([CH3:22])[CH3:21]. (8) Given the reactants C(OCCCCCCCCCCCCCCCC(C)C)(=O)C(CC(OCCCCCCCCCCCCCCCC(C)C)=O)O.[N-]=C=O.[N-]=C=O.[NH:52]([C:56]1[CH:61]=[CH:60][NH:59][C:58](=[O:62])[N:57]=1)[C:53]([NH2:55])=[O:54].CC1CCCO1, predict the reaction product. The product is: [NH:52]([C:56]1[CH:61]=[CH:60][NH:59][C:58](=[O:62])[N:57]=1)[C:53]([NH2:55])=[O:54]. (9) The product is: [C:37]([O:41][C:42](=[O:48])[NH:43][CH2:44][CH2:45][CH2:46][NH:47][C:11](=[O:13])[CH2:10][CH2:9][S:8][C:6]1[CH:5]=[C:4]([Cl:14])[N:3]=[C:2]([NH2:1])[N:7]=1)([CH3:40])([CH3:38])[CH3:39]. Given the reactants [NH2:1][C:2]1[N:7]=[C:6]([S:8][CH2:9][CH2:10][C:11]([OH:13])=O)[CH:5]=[C:4]([Cl:14])[N:3]=1.ON1C2C=CC=CC=2N=N1.Cl.C(N=C=NCCCN(C)C)C.[C:37]([O:41][C:42](=[O:48])[NH:43][CH2:44][CH2:45][CH2:46][NH2:47])([CH3:40])([CH3:39])[CH3:38].C(N(C(C)C)CC)(C)C.Cl, predict the reaction product.